Dataset: Forward reaction prediction with 1.9M reactions from USPTO patents (1976-2016). Task: Predict the product of the given reaction. (1) Given the reactants [CH2:1]([C:5]1[C:9]([CH2:10][OH:11])=[C:8]([CH3:12])[O:7][N:6]=1)[CH2:2][CH2:3][CH3:4].[CH3:13][O:14][C:15]([C:17]1[O:21][NH:20][C:19](=O)[CH:18]=1)=[O:16].C1(P(C2C=CC=CC=2)C2C=CC=CC=2)C=CC=CC=1.N(C(OCC)=O)=NC(OCC)=O, predict the reaction product. The product is: [CH3:13][O:14][C:15]([C:17]1[O:21][N:20]=[C:19]([O:11][CH2:10][C:9]2[C:5]([CH2:1][CH2:2][CH2:3][CH3:4])=[N:6][O:7][C:8]=2[CH3:12])[CH:18]=1)=[O:16]. (2) Given the reactants [Br:1][C:2]1[CH:3]=[C:4]([NH2:9])[C:5]([NH2:8])=[N:6][CH:7]=1.[N:10]1([CH2:16][CH2:17][O:18][C:19]2[CH:26]=[CH:25][C:22]([CH:23]=O)=[CH:21][CH:20]=2)[CH2:15][CH2:14][CH2:13][CH2:12][CH2:11]1, predict the reaction product. The product is: [Br:1][C:2]1[CH:3]=[C:4]2[N:9]=[C:23]([C:22]3[CH:21]=[CH:20][C:19]([O:18][CH2:17][CH2:16][N:10]4[CH2:15][CH2:14][CH2:13][CH2:12][CH2:11]4)=[CH:26][CH:25]=3)[NH:8][C:5]2=[N:6][CH:7]=1. (3) The product is: [Br:19][C:20]1[CH:27]=[CH:26][C:23]([C@@H:24]2[CH2:28][C@H:11]2[C:12]([O:14][C:15]([CH3:16])([CH3:17])[CH3:18])=[O:13])=[CH:22][CH:21]=1. Given the reactants [H-].[Na+].C(OP([CH2:11][C:12]([O:14][C:15]([CH3:18])([CH3:17])[CH3:16])=[O:13])(OCC)=O)C.[Br:19][C:20]1[CH:27]=[CH:26][C:23]([CH:24]=O)=[CH:22][CH:21]=1.[CH2:28]1COCC1, predict the reaction product. (4) Given the reactants C1(S([N:10]2[C:14]3[N:15]=[CH:16][N:17]=[C:18]([N:19]4[CH2:24][CH2:23][CH:22]([C:25]5[NH:26][C:27]([C:31]6[CH:36]=[CH:35][CH:34]=[C:33]([O:37][C:38]([F:41])([F:40])[F:39])[CH:32]=6)=[C:28]([CH3:30])[N:29]=5)[CH2:21][CH2:20]4)[C:13]=3[CH:12]=[C:11]2I)(=O)=O)C=CC=CC=1.[F:43][C:44]1[CH:49]=[CH:48][C:47](B(O)O)=[CH:46][CH:45]=1.C(=O)([O-])[O-].[K+].[K+].C(#N)C, predict the reaction product. The product is: [F:43][C:44]1[CH:49]=[CH:48][C:47]([C:11]2[NH:10][C:14]3[N:15]=[CH:16][N:17]=[C:18]([N:19]4[CH2:24][CH2:23][CH:22]([C:25]5[NH:26][C:27]([C:31]6[CH:36]=[CH:35][CH:34]=[C:33]([O:37][C:38]([F:40])([F:41])[F:39])[CH:32]=6)=[C:28]([CH3:30])[N:29]=5)[CH2:21][CH2:20]4)[C:13]=3[CH:12]=2)=[CH:46][CH:45]=1.